Dataset: Forward reaction prediction with 1.9M reactions from USPTO patents (1976-2016). Task: Predict the product of the given reaction. Given the reactants Cl.[NH2:2][CH2:3][C:4]1[CH:9]=[CH:8][C:7]([NH:10]/[C:11](=[C:18]2\[C:19](=[O:30])[NH:20][C:21]3[C:26]\2=[CH:25][C:24]([N+:27]([O-:29])=[O:28])=[CH:23][CH:22]=3)/[C:12]2[CH:17]=[CH:16][CH:15]=[CH:14][CH:13]=2)=[CH:6][CH:5]=1.[CH:31](=O)[CH2:32][CH2:33][CH3:34].C([BH3-])#N.[Na+], predict the reaction product. The product is: [CH2:31]([NH:2][CH2:3][C:4]1[CH:5]=[CH:6][C:7]([NH:10]/[C:11](=[C:18]2\[C:19](=[O:30])[NH:20][C:21]3[C:26]\2=[CH:25][C:24]([N+:27]([O-:29])=[O:28])=[CH:23][CH:22]=3)/[C:12]2[CH:13]=[CH:14][CH:15]=[CH:16][CH:17]=2)=[CH:8][CH:9]=1)[CH2:32][CH2:33][CH3:34].